The task is: Regression. Given a target protein amino acid sequence and a drug SMILES string, predict the binding affinity score between them. We predict pIC50 (pIC50 = -log10(IC50 in M); higher means more potent). Dataset: bindingdb_ic50.. This data is from Drug-target binding data from BindingDB using IC50 measurements. (1) The target protein (P08587) has sequence MAEDLILERCDLQLEVNGRDHRTADLCRERLVLRRGQPFWLTLHFEGRGYEAGVDTLTFNAVTGPDPSEEAGTMARFSLSSAVEGGTWSASAVDQQDSTVSLLLSTPADAPIGLYRLSLEASTGYQGSSFVLGHFILLYNPRCPADAVYMDSDQERQEYVLTQQGFIYQGSAKFINGIPWNFGQFEDGILDICLMLLDTNPKFLKNAGQDCSRRSRPVYVGRVVSAMVNCNDDQGVLQGRWDNNYSDGVSPMSWIGSVDILRRWKDYGCQRVKYGQCWVFAAVACTVLRCLGIPTRVVTNFNSAHDQNSNLLIEYFRNESGEIEGNKSEMIWNFHCWVESWMTRPDLEPGYEGWQALDPTPQEKSEGTYCCGPVPVRAIKEGHLNVKYDAPFVFAEVNADVVNWIRQKDGSLRKSINHLVVGLKISTKSVGRDEREDITHTYKYPEGSEEEREAFVRANHLNKLATKEEAQEETGVAMRIRVGQNMTMGSDFDIFAYITN.... The pIC50 is 3.7. The drug is O=C(/C=C/c1ccc([N+](=O)[O-])cc1)N1CCc2ccccc21. (2) The compound is O=C1/C(=C\c2ccc(N3CCOCC3)cc2)Oc2c1ccc(O)c2O. The target protein (P0A2Y6) has sequence MRYLTAGESHGPRLTAIIEGIPAGLPLTAEDINEDLRRRQGGYGRGGRMKIENDQVVFTSGVRHGKTTGAPITMDVINKDHQKWLDIMSAEDIEDRLKSKRKITHPRPGHADLVGGIKYRFDDLRNSLERSSARETTMRVAVGAVAKRLLAELDMEIANHVVVFGGKEIDVPENLTVAEIKQRAAQSEVSIVNQEREQEIKDYIDQIKRDGDTIGGVVETVVGGVPVGLGSYVQWDRKLDARLAQAVVSINAFKGVEFGLGFEAGYRKGSQVMDEILWSKEDGYTRRTNNLGGFEGGMTNGQPIVVRGVMKPIPTLYKPLMSVDIETHEPYKATVERSDPTALPAAGMVMEAVVATVLAQEILEKFSSDNLEELKEAVAKHRDYTKNY. The pIC50 is 4.3. (3) The small molecule is CCCCCCCCCCCCC[C@@H]1CC(=O)N[C@@H]([C@@H](C)O)C(=O)N[C@H](C)C(=O)N[C@@H](Cc2ccc(O)cc2)C(=O)N[C@@H](C(C)C)C(=O)N2C[C@H](O)C[C@H]2C(=O)N[C@@H]([C@@H](C)O)C(=O)N[C@@H]([C@@H](C)O)C(=O)N2CC[C@H](O)[C@H]2C(=O)N[C@@H]([C@H](O)CC(N)=O)C(=O)NCC(=O)N[C@@H]([C@@H](C)O)C(=O)N[C@@H](CCCN(CCCN)C(=O)[C@H](N)CCCN)C(=O)O1. The target protein sequence is MSYNDNNNHYYDPNQQGGMPPHQGGEGYYQQQYDDMGQQPHQQDYYDPNAQYQQQPYDMDGYQDQANYGGQPMNAQGYNADPEAFSDFSYGGQTPGTPGYDQYGTQYTPSQMSYGGDPRSSGASTPIYGGQGQGYDPTQFNMSSNLPYPAWSADPQAPIKIEHIEDIFIDLTNKFGFQRDSMRNMFDYFMTLLDSRSSRMSPAQALLSLHADYIGGDNANYRKWYFSSQQDLDDSLGFANMTLGKIGRKARKASKKSKKARKAAEEHGQDVDALANELEGDYSLEAAEIRWKAKMNSLTPEERVRDLALYLLIWGEANQVRFTPECLCYIYKSATDYLNSPLCQQRQEPVPEGDYLNRVITPLYRFIRSQVYEIYDGRFVKREKDHNKVIGYDDVNQLFWYPEGISRIIFEDGTRLVDIPQEERFLKLGEVEWKNVFFKTYKEIRTWLHFVTNFNRIWIIHGTIYWMYTAYNSPTLYTKHYVQTINQQPLASSRWAACAI.... The pIC50 is 9.0. (4) The pIC50 is 8.0. The small molecule is CC(C)[C@H](NC(=O)c1ccc2ccccc2n1)C(=O)N[C@@H](Cc1ccccc1)[C@H](O)CN1CC[C@@H](OCc2ccncc2)C[C@H]1C(=O)NC(C)(C)C. The target protein sequence is PQFSLWKRPVVTAYIEGQPVEVLLDTGADDSIVAGIELGNNYSPKIVGGIGGFINTKEYKNVEIEVLNKKVRATIMTGDTPINIFGRNILTALGMSLNL. (5) The small molecule is C[n+]1cn([C@@H]2O[C@H](CO[P@](=O)([S-])OP(=O)([O-])OP(=O)([O-])OC[C@H]3O[C@@H](n4cnc5c(=O)[nH]c(N)nc54)[C@H](O)[C@@H]3O)[C@@H](O)[C@H]2O)c2nc(N)[n-]c(=O)c21. The target protein (P29338) has sequence MATVEPETTPTPNPPPAEEEKTESNQEVANPEHYIKHPLQNRWALWFFKNDKSKTWQANLRLISKFDTVEDFWALYNHIQLSSNLMPGCDYSLFKDGIEPMWEDEKNKRGGRWLITLNKQQRRSDLDRFWLETLLCLIGESFDDYSDDVCGAVVNVRAKGDKIAIWTTECENRDAVTHIGRVYKERLGLPPKIVIGYQSHADTATKSGSTTKNRFVV. The pIC50 is 5.4. (6) The compound is O=C(O)c1ccc2c(c1)nc(-c1ccoc1)n2C1CCCCC1. The target protein (P03300) has sequence MGAQVSSQKVGAHENSNRAYGGSTINYTTINYYRDSASNAASKQDFSQDPSKFTEPIKDVLIKTAPMLNSPNIEACGYSDRVLQLTLGNSTITTQEAANSVVAYGRWPEYLRDSEANPVDQPTEPDVAACRFYTLDTVSWTKESRGWWWKLPDALRDMGLFGQNMYYHYLGRSGYTVHVQCNASKFHQGALGVFAVPEMCLAGDSNTTTMHTSYQNANPGEKGGTFTGTFTPDNNQTSPARRFCPVDYLLGNGTLLGNAFVFPHQIINLRTNNCATLVLPYVNSLSIDSMVKHNNWGIAILPLAPLNFASESSPEIPITLTIAPMCCEFNGLRNITLPRLQGLPVMNTPGSNQYLTADNFQSPCALPEFDVTPPIDIPGEVKNMMELAEIDTMIPFDLSATKKNTMEMYRVRLSDKPHTDDPILCLSLSPASDPRLSHTMLGEILNYYTHWAGSLKFTFLFCGFMMATGKLLVSYAPPGADPPKKRKEAMLGTHVIWDIG.... The pIC50 is 3.6. (7) The compound is C#Cc1cccc(Nc2ncnc3cc(OCCOC)c(OCCOC)cc23)c1. The target protein sequence is GHMQTQGLAKDAWEIPRESLRLEVKLGQGCFGEVWMGTWNGTTRVAIKTLKPGTMSPEAFLQEAQVMKKLRHEKLVQLYAVVSEEPIYIVTEYMSKGCLLDFLKGEMGKYLRLPQLVDMAAQIASGMAYVERMNYVHRDLRAANILVGENLVCKVADFGLARLIEDNEYTARQGAKFPIKWTAPEAALYGRFTIKSDVWSFGILLTELTTKGRVPYPGMVNREVLDQVERGYRMPCPPECPESLHDLMCQCWRKDPEERPTFEYLQAFLEDYFTSTEPQYQPGENL. The pIC50 is 6.0. (8) The drug is NC1=NC(=O)C(=C2CCNC(=O)c3[nH]ccc32)N1. The target protein sequence is MSVYPKALRDEYIMSKTLGSGACGEVKLAFERKTCKKVAIKIISKRKFAIGSAREADPALNVETEIEILKKLNHPCIIKIKNFFDAEDYYIVLELMEGGELFDKVVGNKRLKEATCKLYFYQMLLAVQYLHENGIIHRDLKPENVLLSSQEEDCLIKITDFGHSKILGETSLMRTLCGTPTYLAPEVLVSVGTAGYNRAVDCWSLGVILFICLSGYPPFSEHRTQVSLKDQITSGKYNFIPEVWAEVSEKALDLVKKLLVVDPKARFTTEEALRHPWLQDEDMKRKFQDLLSEENESTALPQVLAQPSTSRKRPREGEAEGAE. The pIC50 is 6.4. (9) The compound is O=c1[nH]c(Nc2ccc3c(c2)CCC3)nc2nc[nH]c12. The target protein sequence is MASHAGQQHAPAFGQAARASGPTDGRAASRPSHRQGASGARGDPELPTLLRVYIDGPHGVGKTTTSAQLMEALGPRDNIVYVPEPMTYWQVLGASETLTNIYNTQHRLDRGEISAGEAAVVMTSAQITMSTPYAATDAVLAPHIGGEAVGPQAPPPALTLVFDRHPIASLLCYPAARYLMGSMTPQAVLAFVALMPPTAPGTNLVLGVLPEAEHADRLARRQRPGERLDLAMLSAIRRVYDLLANTVRYLQRGGRWREDWGRLTGVAAATPRPDPEDGAGSLPRIEDTLFALFRVPELLAPNGDLYHIFAWVLDVLADRLLPMHLFVLDYDQSPVGCRDALLRLTAGMIPTRVTTAGSIAEIRDLARTFAREVGGV. The pIC50 is 5.0.